The task is: Regression. Given a peptide amino acid sequence and an MHC pseudo amino acid sequence, predict their binding affinity value. This is MHC class II binding data.. This data is from Peptide-MHC class II binding affinity with 134,281 pairs from IEDB. (1) The peptide sequence is AGELQIIDKIDAAFK. The MHC is HLA-DPA10201-DPB10101 with pseudo-sequence HLA-DPA10201-DPB10101. The binding affinity (normalized) is 0.464. (2) The peptide sequence is VWKRELNLLDKRQFE. The MHC is HLA-DQA10103-DQB10603 with pseudo-sequence HLA-DQA10103-DQB10603. The binding affinity (normalized) is 0.